This data is from Forward reaction prediction with 1.9M reactions from USPTO patents (1976-2016). The task is: Predict the product of the given reaction. Given the reactants [CH3:1][S:2]([C:5]1[CH:6]=[CH:7][C:8]([O:14][C:15]([CH3:21])([CH3:20])[C:16]([F:19])([F:18])[F:17])=[C:9]([CH:13]=1)[C:10]([OH:12])=O)(=[O:4])=[O:3].Cl.[F:23][C:24]([F:38])([F:37])[CH2:25][C:26]1[S:30][C:29]([N:31]2[CH2:36][CH2:35][NH:34][CH2:33][CH2:32]2)=[N:28][CH:27]=1, predict the reaction product. The product is: [CH3:1][S:2]([C:5]1[CH:6]=[CH:7][C:8]([O:14][C:15]([CH3:20])([CH3:21])[C:16]([F:18])([F:17])[F:19])=[C:9]([C:10]([N:34]2[CH2:35][CH2:36][N:31]([C:29]3[S:30][C:26]([CH2:25][C:24]([F:38])([F:23])[F:37])=[CH:27][N:28]=3)[CH2:32][CH2:33]2)=[O:12])[CH:13]=1)(=[O:4])=[O:3].